Dataset: CYP2C9 inhibition data for predicting drug metabolism from PubChem BioAssay. Task: Regression/Classification. Given a drug SMILES string, predict its absorption, distribution, metabolism, or excretion properties. Task type varies by dataset: regression for continuous measurements (e.g., permeability, clearance, half-life) or binary classification for categorical outcomes (e.g., BBB penetration, CYP inhibition). Dataset: cyp2c9_veith. The compound is CCOc1c2ccc(C(=O)NCc3ccc4c(c3)OCO4)cc2nn1CC. The result is 1 (inhibitor).